Dataset: Reaction yield outcomes from USPTO patents with 853,638 reactions. Task: Predict the reaction yield, written as a fraction of the theoretical maximum amount of product (1.0 means a 100% yield; for example, 0.34 means a 34% yield). (1) The reactants are [CH:1]1([N:7]2[CH2:11][CH2:10][CH:9]([CH2:12][C:13]3[C:18]([Cl:19])=[CH:17][C:16]([C:20]4[CH:25]=[CH:24][C:23]([OH:26])=[CH:22][CH:21]=4)=[CH:15][C:14]=3[Cl:27])[C:8]2=[O:28])[CH2:6][CH2:5][CH2:4][CH2:3][CH2:2]1.CC(C)([O-])C.[K+].[C:35]1(=[O:39])[O:38][CH2:37][CH2:36]1. The catalyst is C1COCC1. The product is [Cl:19][C:18]1[CH:17]=[C:16]([C:20]2[CH:25]=[CH:24][C:23]([O:26][CH2:37][CH2:36][C:35]([OH:39])=[O:38])=[CH:22][CH:21]=2)[CH:15]=[C:14]([Cl:27])[C:13]=1[CH2:12][CH:9]1[CH2:10][CH2:11][N:7]([CH:1]2[CH2:6][CH2:5][CH2:4][CH2:3][CH2:2]2)[C:8]1=[O:28]. The yield is 0.110. (2) The reactants are [F:1][C:2]1[CH:7]=[CH:6][C:5]([N:8]2[C:11](=[O:12])[C@H:10]([S:13][CH2:14][CH:15]([OH:24])[C:16]3[CH:21]=[CH:20][C:19]([S:22][CH3:23])=[CH:18][CH:17]=3)[C@H:9]2[C:25]2[CH:35]=[CH:34][C:28]([O:29][CH2:30][C:31]([OH:33])=O)=[CH:27][CH:26]=2)=[CH:4][CH:3]=1.CN1CCOCC1.CN(C(ON1N=NC2C=CC=CC1=2)=[N+](C)C)C.[B-](F)(F)(F)F.[NH2:65][CH2:66][C:67]([NH:69][C@@H:70]([C:75]([OH:77])=[O:76])[C:71]([CH3:74])([CH3:73])[CH3:72])=[O:68].[BH4-].[Na+]. The catalyst is CN(C=O)C.CO. The product is [F:1][C:2]1[CH:7]=[CH:6][C:5]([N:8]2[C:11](=[O:12])[C@H:10]([S:13][CH2:14][CH:15]([OH:24])[C:16]3[CH:21]=[CH:20][C:19]([S:22][CH3:23])=[CH:18][CH:17]=3)[C@H:9]2[C:25]2[CH:35]=[CH:34][C:28]([O:29][CH2:30][C:31]([NH:65][CH2:66][C:67]([NH:69][C@@H:70]([C:75]([OH:77])=[O:76])[C:71]([CH3:72])([CH3:73])[CH3:74])=[O:68])=[O:33])=[CH:27][CH:26]=2)=[CH:4][CH:3]=1. The yield is 0.220. (3) The reactants are C(OC(C1(CCCBr)CCC1)=O)C.C([O:16][C:17]([C:19]1([CH2:23][CH2:24][CH2:25][S:26][CH3:27])[CH2:22][CH2:21][CH2:20]1)=[O:18])C. No catalyst specified. The product is [CH3:27][S:26][CH2:25][CH2:24][CH2:23][C:19]1([C:17]([OH:18])=[O:16])[CH2:22][CH2:21][CH2:20]1. The yield is 0.160. (4) The reactants are [CH2:1]([NH:8][C:9]([CH3:17])([CH3:16])[CH2:10][C:11](OCC)=[O:12])[C:2]1[CH:7]=[CH:6][CH:5]=[CH:4][CH:3]=1.[H-].[H-].[H-].[H-].[Li+].[Al+3].O. The catalyst is C1COCC1.C(OCC)(=O)C. The product is [CH2:1]([NH:8][C:9]([CH3:17])([CH3:16])[CH2:10][CH2:11][OH:12])[C:2]1[CH:7]=[CH:6][CH:5]=[CH:4][CH:3]=1. The yield is 0.650.